This data is from Forward reaction prediction with 1.9M reactions from USPTO patents (1976-2016). The task is: Predict the product of the given reaction. (1) The product is: [CH2:1]([O:3][C:4]1[C:8]([CH2:9][CH2:10][CH2:11][O:12][C:24]2[CH:37]=[CH:36][C:27]([O:28][C:29]([CH3:34])([CH3:35])[C:30]([OH:32])=[O:31])=[CH:26][CH:25]=2)=[CH:7][N:6]([C:13]2[CH:18]=[CH:17][C:16]([C:19]([F:21])([F:20])[F:22])=[CH:15][N:14]=2)[N:5]=1)[CH3:2]. Given the reactants [CH2:1]([O:3][C:4]1[C:8]([CH2:9][CH2:10][CH2:11][OH:12])=[CH:7][N:6]([C:13]2[CH:18]=[CH:17][C:16]([C:19]([F:22])([F:21])[F:20])=[CH:15][N:14]=2)[N:5]=1)[CH3:2].O[C:24]1[CH:37]=[CH:36][C:27]([O:28][C:29]([CH3:35])([CH3:34])[C:30]([O:32]C)=[O:31])=[CH:26][CH:25]=1.C1(P(C2C=CC=CC=2)C2C=CC=CC=2)C=CC=CC=1.N(C(OCC)=O)=NC(OCC)=O, predict the reaction product. (2) Given the reactants C(OC([N:8]1[CH2:12][CH2:11][CH2:10][C@H:9]1[CH2:13][NH:14][C:15]1[C:16]([O:31][C:32]2[CH:37]=[CH:36][C:35]([O:38][CH3:39])=[CH:34][CH:33]=2)=[N:17][C:18]([CH:21]=[CH:22][C:23]2[CH:28]=[CH:27][C:26]([O:29][CH3:30])=[CH:25][CH:24]=2)=[N:19][CH:20]=1)=O)(C)(C)C.C(O)(C(F)(F)F)=O, predict the reaction product. The product is: [CH3:39][O:38][C:35]1[CH:34]=[CH:33][C:32]([O:31][C:16]2[C:15]([NH:14][CH2:13][C@@H:9]3[CH2:10][CH2:11][CH2:12][NH:8]3)=[CH:20][N:19]=[C:18]([CH:21]=[CH:22][C:23]3[CH:24]=[CH:25][C:26]([O:29][CH3:30])=[CH:27][CH:28]=3)[N:17]=2)=[CH:37][CH:36]=1. (3) Given the reactants C(C1C=CC(C(C)(CCCCC(=O)CCCCC(C2C=CC(CC(C)C)=CC=2)(C)C(O)=O)C(O)=O)=CC=1)C(C)C.C([O:43][C:44](=[O:74])[C:45]([CH3:73])([C:67]1[CH:72]=[CH:71][CH:70]=[CH:69][CH:68]=1)[CH2:46][CH2:47][CH2:48][C:49](=[O:66])[CH2:50][CH2:51][CH2:52][C:53]([CH3:65])([C:59]1[CH:64]=[CH:63][CH:62]=[CH:61][CH:60]=1)[C:54]([O:56]CC)=[O:55])C.[OH-].[K+], predict the reaction product. The product is: [CH3:65][C:53]([C:59]1[CH:60]=[CH:61][CH:62]=[CH:63][CH:64]=1)([CH2:52][CH2:51][CH2:50][C:49](=[O:66])[CH2:48][CH2:47][CH2:46][C:45]([CH3:73])([C:67]1[CH:68]=[CH:69][CH:70]=[CH:71][CH:72]=1)[C:44]([OH:74])=[O:43])[C:54]([OH:56])=[O:55]. (4) The product is: [C:6]([C:10]1[C:11]([F:25])=[CH:12][C:13]([CH:17]2[CH2:19][CH:18]2[C:20]([OH:22])=[O:21])=[CH:14][C:15]=1[F:16])([CH3:9])([CH3:7])[CH3:8]. Given the reactants C1COCC1.[C:6]([C:10]1[C:15]([F:16])=[CH:14][C:13]([CH:17]2[CH2:19][CH:18]2[C:20]([O:22]CC)=[O:21])=[CH:12][C:11]=1[F:25])([CH3:9])([CH3:8])[CH3:7].[OH-].[Na+], predict the reaction product. (5) Given the reactants C1(C(O)=O)(C(O)=O)CCCCC1.S(Cl)(Cl)=O.N.[C:18]1([C:27]([NH2:29])=[O:28])([C:24]([NH2:26])=[O:25])[CH2:23][CH2:22][CH2:21][CH2:20][CH2:19]1, predict the reaction product. The product is: [C:18]1([C:27]([NH2:29])=[O:28])([C:24]([NH2:26])=[O:25])[CH2:19][CH2:20][CH2:21][CH2:22][CH2:23]1.[C:24]([C:18]1([C:27]#[N:29])[CH2:23][CH2:22][CH2:21][CH2:20][CH2:19]1)#[N:26].